This data is from Full USPTO retrosynthesis dataset with 1.9M reactions from patents (1976-2016). The task is: Predict the reactants needed to synthesize the given product. Given the product [Cl:22][C:7]1[C:6]2[C:11](=[CH:12][C:3]([O:2][CH3:1])=[N:4][CH:5]=2)[N:10]=[CH:9][CH:8]=1, predict the reactants needed to synthesize it. The reactants are: [CH3:1][O:2][C:3]1[CH:12]=[C:11]2[C:6]([C:7](=O)[CH:8]=[CH:9][NH:10]2)=[CH:5][N:4]=1.C(=O)([O-])[O-].[Na+].[Na+].O=P(Cl)(Cl)[Cl:22].